From a dataset of Peptide-MHC class I binding affinity with 185,985 pairs from IEDB/IMGT. Regression. Given a peptide amino acid sequence and an MHC pseudo amino acid sequence, predict their binding affinity value. This is MHC class I binding data. (1) The peptide sequence is VQHAPQVSL. The MHC is HLA-B48:01 with pseudo-sequence HLA-B48:01. The binding affinity (normalized) is 0.545. (2) The MHC is HLA-B40:02 with pseudo-sequence HLA-B40:02. The peptide sequence is AVDLSHFLR. The binding affinity (normalized) is 0. (3) The peptide sequence is LNMFVSDQV. The MHC is HLA-A02:02 with pseudo-sequence HLA-A02:02. The binding affinity (normalized) is 0.735. (4) The peptide sequence is LENDAIRIY. The MHC is HLA-B18:01 with pseudo-sequence HLA-B18:01. The binding affinity (normalized) is 1.00.